This data is from Forward reaction prediction with 1.9M reactions from USPTO patents (1976-2016). The task is: Predict the product of the given reaction. (1) Given the reactants [F:1][C:2]1[CH:3]=[CH:4][C:5]([OH:11])=[C:6]([C:8](=[O:10])[CH3:9])[CH:7]=1.I[CH2:13][CH3:14].C([O-])([O-])=O.[K+].[K+], predict the reaction product. The product is: [CH2:13]([O:11][C:5]1[CH:4]=[CH:3][C:2]([F:1])=[CH:7][C:6]=1[C:8](=[O:10])[CH3:9])[CH3:14]. (2) Given the reactants [OH:1][C:2]1[CH:10]=[CH:9][C:8]([C:11]2[N:12]([C:27]([O:29][C:30]([CH3:33])([CH3:32])[CH3:31])=[O:28])[C:13]3[C:18]([CH:19]=2)=[CH:17][C:16]([CH2:20][N:21]2[CH2:26][CH2:25][CH2:24][CH2:23][CH2:22]2)=[CH:15][CH:14]=3)=[C:7]2[C:3]=1[CH2:4][NH:5][C:6]2=[O:34].C(N(CC)CC)C.[F:42][C:43]1[CH:44]=[C:45]([S:50](Cl)(=[O:52])=[O:51])[CH:46]=[CH:47][C:48]=1[CH3:49], predict the reaction product. The product is: [F:42][C:43]1[CH:44]=[C:45]([S:50]([O:1][C:2]2[CH:10]=[CH:9][C:8]([C:11]3[N:12]([C:27]([O:29][C:30]([CH3:31])([CH3:33])[CH3:32])=[O:28])[C:13]4[C:18]([CH:19]=3)=[CH:17][C:16]([CH2:20][N:21]3[CH2:26][CH2:25][CH2:24][CH2:23][CH2:22]3)=[CH:15][CH:14]=4)=[C:7]3[C:3]=2[CH2:4][NH:5][C:6]3=[O:34])(=[O:52])=[O:51])[CH:46]=[CH:47][C:48]=1[CH3:49]. (3) Given the reactants [C:1]([NH:4][CH2:5][CH2:6][CH2:7][S:8]([O:11][CH2:12][C:13]([CH3:38])([CH3:37])[C@@H:14]([O:29]CC1C=CC=CC=1)[C:15]([O:17][CH2:18][CH2:19][O:20][C:21]([CH:23]1[CH2:28][CH2:27][CH2:26][CH2:25][CH2:24]1)=[O:22])=[O:16])(=[O:10])=[O:9])(=[O:3])[CH3:2].Cl, predict the reaction product. The product is: [C:1]([NH:4][CH2:5][CH2:6][CH2:7][S:8]([O:11][CH2:12][C:13]([CH3:38])([CH3:37])[C@@H:14]([OH:29])[C:15]([O:17][CH2:18][CH2:19][O:20][C:21]([CH:23]1[CH2:28][CH2:27][CH2:26][CH2:25][CH2:24]1)=[O:22])=[O:16])(=[O:10])=[O:9])(=[O:3])[CH3:2]. (4) Given the reactants Cl.[Cl:2][C:3]1[CH:8]=[CH:7][C:6]([C:9]2([CH2:14][C:15]([NH2:17])=[NH:16])[CH2:13][CH2:12][CH2:11][CH2:10]2)=[CH:5][CH:4]=1.C[O:19][C:20](=O)/[C:21](/[O:31][CH2:32][C:33]1[CH:38]=[CH:37][CH:36]=[CH:35][CH:34]=1)=[C:22](\O)/[C:23]([O:25][C:26]([CH3:29])([CH3:28])[CH3:27])=[O:24].C(OC(C1C(OCC2C=CC=CC=2)=C(O)N=C(CC2C=CC=CC=2C2C=CC=CC=2)N=1)=O)(C)(C)C, predict the reaction product. The product is: [C:26]([O:25][C:23]([C:22]1[C:21]([O:31][CH2:32][C:33]2[CH:38]=[CH:37][CH:36]=[CH:35][CH:34]=2)=[C:20]([OH:19])[N:17]=[C:15]([CH2:14][C:9]2([C:6]3[CH:5]=[CH:4][C:3]([Cl:2])=[CH:8][CH:7]=3)[CH2:13][CH2:12][CH2:11][CH2:10]2)[N:16]=1)=[O:24])([CH3:29])([CH3:27])[CH3:28]. (5) Given the reactants C([O:3][C:4]([C:6]1[S:7][CH:8]=[C:9]([CH:11]([CH3:13])[CH3:12])[N:10]=1)=O)C.CC(C[AlH]CC(C)C)C.O, predict the reaction product. The product is: [CH:11]([C:9]1[N:10]=[C:6]([CH:4]=[O:3])[S:7][CH:8]=1)([CH3:13])[CH3:12].